This data is from Forward reaction prediction with 1.9M reactions from USPTO patents (1976-2016). The task is: Predict the product of the given reaction. (1) Given the reactants [CH3:1][C:2]([C:12]1[C:20]2[O:19][CH2:18][CH2:17][C:16]=2[CH:15]=[CH:14][CH:13]=1)([CH3:11])[CH2:3][C:4]1([C:7]([F:10])([F:9])[F:8])[CH2:6][O:5]1.[CH2:21]([C:23]1[N:28]=[C:27]2[N:29]([C:32]3[CH:33]=[N:34][CH:35]=[CH:36][CH:37]=3)[N:30]=[CH:31][C:26]2=[C:25]([NH2:38])[N:24]=1)[CH3:22], predict the reaction product. The product is: [O:19]1[C:20]2[C:12]([C:2]([CH3:1])([CH3:11])[CH2:3][C:4]([CH2:6][NH:38][C:25]3[N:24]=[C:23]([CH2:21][CH3:22])[N:28]=[C:27]4[N:29]([C:32]5[CH:33]=[N:34][CH:35]=[CH:36][CH:37]=5)[N:30]=[CH:31][C:26]=34)([OH:5])[C:7]([F:10])([F:8])[F:9])=[CH:13][CH:14]=[CH:15][C:16]=2[CH2:17][CH2:18]1. (2) Given the reactants [C:1]([O:5][C:6](=[O:18])[NH:7][C:8]1([C:16]#[CH:17])[CH2:13][O:12][C:11]([CH3:15])([CH3:14])[O:10][CH2:9]1)([CH3:4])([CH3:3])[CH3:2].C#CCCCCCC.[I:27][C:28]1[CH:33]=[CH:32][C:31](I)=[CH:30][CH:29]=1.IC1C=C2C(=CC=1)CN(C(C1C=CC=CC=1)(C1C=CC=CC=1)C1C=CC=CC=1)C2, predict the reaction product. The product is: [I:27][C:28]1[CH:33]=[CH:32][C:31]([C:17]#[C:16][C:8]2([NH:7][C:6](=[O:18])[O:5][C:1]([CH3:4])([CH3:3])[CH3:2])[CH2:13][O:12][C:11]([CH3:15])([CH3:14])[O:10][CH2:9]2)=[CH:30][CH:29]=1. (3) The product is: [CH2:21]([O:20][C:18](=[O:19])[CH:17]([O:15][C:12]1[CH:11]=[CH:10][C:9]([O:8][CH2:1][C:2]2[CH:3]=[CH:4][CH:5]=[CH:6][CH:7]=2)=[CH:14][CH:13]=1)[CH2:23][CH3:24])[CH3:22]. Given the reactants [CH2:1]([O:8][C:9]1[CH:14]=[CH:13][C:12]([OH:15])=[CH:11][CH:10]=1)[C:2]1[CH:7]=[CH:6][CH:5]=[CH:4][CH:3]=1.Br[CH:17]([CH2:23][CH3:24])[C:18]([O:20][CH2:21][CH3:22])=[O:19].C(=O)([O-])[O-].[Cs+].[Cs+], predict the reaction product.